From a dataset of Forward reaction prediction with 1.9M reactions from USPTO patents (1976-2016). Predict the product of the given reaction. Given the reactants [CH3:1][C@H:2]1[CH2:7][CH2:6][C@H:5]([C:8]([N:10]([CH:24]2[CH2:29][CH2:28][N:27]([C:30](=[O:44])[CH2:31][CH2:32][CH2:33][CH2:34][CH2:35][NH:36]C(OC(C)(C)C)=O)[CH2:26][CH2:25]2)[C:11]2[CH:15]=[C:14]([C:16]#[C:17][CH:18]([CH3:20])[CH3:19])[S:13][C:12]=2[C:21]([OH:23])=[O:22])=[O:9])[CH2:4][CH2:3]1, predict the reaction product. The product is: [CH3:1][C@H:2]1[CH2:7][CH2:6][C@H:5]([C:8]([N:10]([CH:24]2[CH2:25][CH2:26][N:27]([C:30](=[O:44])[CH2:31][CH2:32][CH2:33][CH2:34][CH2:35][NH2:36])[CH2:28][CH2:29]2)[C:11]2[CH:15]=[C:14]([C:16]#[C:17][CH:18]([CH3:19])[CH3:20])[S:13][C:12]=2[C:21]([OH:23])=[O:22])=[O:9])[CH2:4][CH2:3]1.